This data is from Peptide-MHC class II binding affinity with 134,281 pairs from IEDB. The task is: Regression. Given a peptide amino acid sequence and an MHC pseudo amino acid sequence, predict their binding affinity value. This is MHC class II binding data. (1) The peptide sequence is GEMRLRDDQRKVFRE. The MHC is HLA-DQA10201-DQB10301 with pseudo-sequence HLA-DQA10201-DQB10301. The binding affinity (normalized) is 0. (2) The peptide sequence is SGREVIDAMCHATLT. The MHC is DRB1_1301 with pseudo-sequence DRB1_1301. The binding affinity (normalized) is 0.457. (3) The peptide sequence is LATVSDLSTKAACPTM. The MHC is DRB1_0405 with pseudo-sequence DRB1_0405. The binding affinity (normalized) is 0. (4) The peptide sequence is SQDLELSWNLNGLIAY. The MHC is DRB1_0401 with pseudo-sequence DRB1_0401. The binding affinity (normalized) is 0.590. (5) The peptide sequence is SRWSSPDNVKPIYIV. The MHC is DRB1_1101 with pseudo-sequence DRB1_1101. The binding affinity (normalized) is 0.159. (6) The peptide sequence is YEPFPKEVWEQIFST. The MHC is DRB5_0101 with pseudo-sequence DRB5_0101. The binding affinity (normalized) is 0.137. (7) The peptide sequence is KTMAVCTNAKVTAKG. The MHC is DRB1_0405 with pseudo-sequence DRB1_0405. The binding affinity (normalized) is 0.390.